Dataset: Experimentally validated miRNA-target interactions with 360,000+ pairs, plus equal number of negative samples. Task: Binary Classification. Given a miRNA mature sequence and a target amino acid sequence, predict their likelihood of interaction. (1) The miRNA is mmu-miR-101a-3p with sequence UACAGUACUGUGAUAACUGAA. The protein sequence of the target gene is MACSLQKLFAVEEEFEDEDFLSAVEDAENRFTGSLPVNAGRLRPVSSRPQETVQAQSSRLLLLHPTAPSEALGLPDLDLCLPASSTPSADSRPSCIGAAPLRPVSTSSSWIGNQRRVTVTEVLRETARPQSSALHPLLTFESQQQQVGGFEGPEQDEFDKVLASMELEEPGMELECGVSSEAIPILPAQQREGSVLAKKARVVDLSGSCQKGPVPAIHKAGIMSAQDESLDPVIQCRTPRPPLRPGAVGHLPVPTALTVPTQQLHWEVCPQRSPVQALQPLQAARGTIQSSPQNRFPCQP.... Result: 0 (no interaction). (2) The miRNA is mmu-miR-5126 with sequence GCGGGCGGGGCCGGGGGCGGGG. The protein sequence of the target gene is MTSPCSPPLKPPISPPKTPVPQASSIPSPPLPPSPLDFSALPSPPWSQQTPVPPPLPLPPPPAATGPAPRHVFGLEKSQLLKEAFDKAGPVPKGREDVKRLLKLHKDRFRGDLRWILFCADLPSLIQEGPQCGLVALWMAGTLLSPPSGVPLERLIRVATERGYTAQGEMFSVADMGRLAQEVLGCQAKLLSGGLGGPNRDLVLQHLVTGHPLLIPYDEDFNHEPCQRKGHKAHWAVSAGVLLGVRAVPSLGYTEDPELPGLFHPVLGTPCQPPSLPEEGSPGAVYLLSKQGKSWHYQLW.... Result: 0 (no interaction).